This data is from Full USPTO retrosynthesis dataset with 1.9M reactions from patents (1976-2016). The task is: Predict the reactants needed to synthesize the given product. (1) Given the product [CH:19]1([CH2:22][NH:23][CH2:2][C:3]2([OH:1])[CH2:8][CH2:7][N:6]([C:9]([O:11][CH2:12][C:13]3[CH:18]=[CH:17][CH:16]=[CH:15][CH:14]=3)=[O:10])[CH2:5][CH2:4]2)[CH2:21][CH2:20]1, predict the reactants needed to synthesize it. The reactants are: [O:1]1[C:3]2([CH2:8][CH2:7][N:6]([C:9]([O:11][CH2:12][C:13]3[CH:18]=[CH:17][CH:16]=[CH:15][CH:14]=3)=[O:10])[CH2:5][CH2:4]2)[CH2:2]1.[CH:19]1([CH2:22][NH2:23])[CH2:21][CH2:20]1.Cl([O-])(=O)(=O)=O.[Li+]. (2) Given the product [Cl:9][C:4]1[N:3]=[C:2]([C:18]2[CH:19]=[N:20][N:21]([CH2:23][O:24][CH2:25][CH2:26][Si:27]([CH3:30])([CH3:29])[CH3:28])[CH:22]=2)[N:7]=[C:6]([NH2:8])[CH:5]=1, predict the reactants needed to synthesize it. The reactants are: Cl[C:2]1[N:7]=[C:6]([NH2:8])[CH:5]=[C:4]([Cl:9])[N:3]=1.CC1(C)C(C)(C)OB([C:18]2[CH:19]=[N:20][N:21]([CH2:23][O:24][CH2:25][CH2:26][Si:27]([CH3:30])([CH3:29])[CH3:28])[CH:22]=2)O1.C([O-])([O-])=O.[K+].[K+].O. (3) Given the product [F:41][C:37]1[C:36]([CH3:42])=[C:35]([CH:40]=[CH:39][CH:38]=1)[CH2:34][C:17]1[N:18]([C:28]2[CH:29]=[CH:30][CH:31]=[CH:32][CH:33]=2)[C:19]2=[N:20][CH:21]=[CH:22][C:23]([CH2:25][CH2:26][CH3:27])=[C:24]2[C:16]=1[C:14]([N:11]1[CH2:10][CH2:9][NH:8][CH2:13][CH2:12]1)=[O:15], predict the reactants needed to synthesize it. The reactants are: C(OC([N:8]1[CH2:13][CH2:12][N:11]([C:14]([C:16]2[C:24]3[C:19](=[N:20][CH:21]=[CH:22][C:23]=3[CH2:25][CH2:26][CH3:27])[N:18]([C:28]3[CH:33]=[CH:32][CH:31]=[CH:30][CH:29]=3)[C:17]=2[CH2:34][C:35]2[CH:40]=[CH:39][CH:38]=[C:37]([F:41])[C:36]=2[CH3:42])=[O:15])[CH2:10][CH2:9]1)=O)(C)(C)C.Cl.Cl.Cl.FC1C(C)=C(C=CC=1)CC1N(C2C=CC=CC=2)C2=NC=CC(CCC)=C2C=1C(N1CCNCC1)=O. (4) Given the product [O:1]([CH2:19][CH2:20][C:21]1([CH2:27][CH2:28][C:29]([CH2:38][CH2:39][CH2:40][CH:41]=[CH2:42])([CH2:34][OH:35])[CH2:30][OH:31])[CH2:26][CH2:25][CH2:24][CH2:23][CH2:22]1)[Si:2]([C:15]([CH3:16])([CH3:18])[CH3:17])([C:9]1[CH:10]=[CH:11][CH:12]=[CH:13][CH:14]=1)[C:3]1[CH:4]=[CH:5][CH:6]=[CH:7][CH:8]=1, predict the reactants needed to synthesize it. The reactants are: [O:1]([CH2:19][CH2:20][C:21]1([CH2:27][CH2:28][C:29]([CH2:38][CH2:39][CH2:40][CH:41]=[CH2:42])([C:34](OC)=[O:35])[C:30](OC)=[O:31])[CH2:26][CH2:25][CH2:24][CH2:23][CH2:22]1)[Si:2]([C:15]([CH3:18])([CH3:17])[CH3:16])([C:9]1[CH:14]=[CH:13][CH:12]=[CH:11][CH:10]=1)[C:3]1[CH:8]=[CH:7][CH:6]=[CH:5][CH:4]=1.[H-].[Al+3].[Li+].[H-].[H-].[H-].O.[OH-].[Na+]. (5) Given the product [Cl:20][C:21]1[CH:22]=[C:23]([C:46]2[CH:51]=[CH:50][C:49]([C:52]([N:54]3[CH2:55][CH2:56][CH:57]([C:60]([F:62])([F:61])[F:63])[CH2:58][CH2:59]3)=[O:53])=[CH:48][CH:47]=2)[CH:24]=[C:25]([Cl:45])[C:26]=1[CH2:27][C@@H:28]1[CH2:32][CH2:31][N:30]([C@H:33]2[CH2:38][CH2:37][C@@H:36]([F:18])[CH2:35][CH2:34]2)[C:29]1=[O:44], predict the reactants needed to synthesize it. The reactants are: CCCC[N+](CCCC)(CCCC)CCCC.[F-:18].O.[Cl:20][C:21]1[CH:22]=[C:23]([C:46]2[CH:51]=[CH:50][C:49]([C:52]([N:54]3[CH2:59][CH2:58][CH:57]([C:60]([F:63])([F:62])[F:61])[CH2:56][CH2:55]3)=[O:53])=[CH:48][CH:47]=2)[CH:24]=[C:25]([Cl:45])[C:26]=1[CH2:27][C@@H:28]1[CH2:32][CH2:31][N:30]([C@H:33]2[CH2:38][CH2:37][C@H:36](OS(C)(=O)=O)[CH2:35][CH2:34]2)[C:29]1=[O:44]. (6) Given the product [Br:15][C:12]1[CH:13]=[CH:14][C:9]([O:5][CH2:4][CH:1]2[CH2:3][CH2:2]2)=[N:10][CH:11]=1, predict the reactants needed to synthesize it. The reactants are: [CH:1]1([CH2:4][OH:5])[CH2:3][CH2:2]1.[H-].[Na+].Br[C:9]1[CH:14]=[CH:13][C:12]([Br:15])=[CH:11][N:10]=1.O.